Predict the product of the given reaction. From a dataset of Forward reaction prediction with 1.9M reactions from USPTO patents (1976-2016). (1) Given the reactants [CH3:1][N:2]1[CH:6]=[C:5]([C:7]2[NH:36][C:10]3=[N:11][CH:12]=[CH:13][C:14]([C:15]4[CH:20]=[CH:19][C:18]([C:21]5([NH:24][C:25]([C:27]6[O:28][C:29]([C:32]([CH3:35])([CH3:34])[CH3:33])=[N:30][N:31]=6)=[O:26])[CH2:23][CH2:22]5)=[CH:17][CH:16]=4)=[C:9]3[N:8]=2)[CH:4]=[N:3]1.BrC1C=CN=C2NC(C3C=NN(C)C=3)=NC=12.[F:53]C1C=C(B2OC(C)(C)C(C)(C)O2)C=CC=1C(NC(C1OC(C(C)(C)C)=NN=1)=O)(C)C.P([O-])([O-])([O-])=O.[K+].[K+].[K+].C([O-])(=O)C.[Na+].C(#N)C, predict the reaction product. The product is: [F:53][C:19]1[CH:20]=[C:15]([C:14]2[CH:13]=[CH:12][N:11]=[C:10]3[NH:36][C:7]([C:5]4[CH:4]=[N:3][N:2]([CH3:1])[CH:6]=4)=[N:8][C:9]=23)[CH:16]=[CH:17][C:18]=1[C:21]([NH:24][C:25]([C:27]1[O:28][C:29]([C:32]([CH3:35])([CH3:34])[CH3:33])=[N:30][N:31]=1)=[O:26])([CH3:23])[CH3:22]. (2) Given the reactants C(O[C:4]([C:6]1[CH:10]=[C:9]([C:11]2[CH:16]=[C:15]([C:17]([CH3:20])([CH3:19])[CH3:18])[C:14]([O:21][CH2:22][C:23]3[CH:28]=[CH:27][CH:26]=[CH:25][CH:24]=3)=[CH:13][C:12]=2[O:29][CH2:30][C:31]2[CH:36]=[CH:35][CH:34]=[CH:33][CH:32]=2)[O:8][N:7]=1)=[O:5])C.[CH2:37]([NH2:39])[CH3:38], predict the reaction product. The product is: [CH2:37]([NH:39][C:4]([C:6]1[CH:10]=[C:9]([C:11]2[CH:16]=[C:15]([C:17]([CH3:19])([CH3:18])[CH3:20])[C:14]([O:21][CH2:22][C:23]3[CH:24]=[CH:25][CH:26]=[CH:27][CH:28]=3)=[CH:13][C:12]=2[O:29][CH2:30][C:31]2[CH:32]=[CH:33][CH:34]=[CH:35][CH:36]=2)[O:8][N:7]=1)=[O:5])[CH3:38].